From a dataset of Reaction yield outcomes from USPTO patents with 853,638 reactions. Predict the reaction yield, written as a fraction of the theoretical maximum amount of product (1.0 means a 100% yield; for example, 0.34 means a 34% yield). (1) The reactants are Cl[CH2:2][C:3]1[CH:8]=[CH:7][C:6]([CH2:9][CH2:10][C:11]2[N:12]=[C:13]([NH:16][C:17](=[O:19])[CH3:18])[S:14][CH:15]=2)=[CH:5][C:4]=1[F:20].[N-:21]=[N+:22]=[N-:23].[Na+].O.C(OCC)(=O)C. The catalyst is CN(C)C=O. The product is [N:21]([CH2:2][C:3]1[CH:8]=[CH:7][C:6]([CH2:9][CH2:10][C:11]2[N:12]=[C:13]([NH:16][C:17](=[O:19])[CH3:18])[S:14][CH:15]=2)=[CH:5][C:4]=1[F:20])=[N+:22]=[N-:23]. The yield is 0.773. (2) The reactants are C[Sn](C)(C)[C:3]1[CH:4]=[C:5]([CH:10]=[CH:11][N:12]=1)[C:6]([O:8][CH3:9])=[O:7].Br[C:16]1[CH:21]=[C:20]([CH:22]=[CH:23][C:24]2[S:25][CH:26]=[C:27]3[O:32][CH2:31][CH2:30][O:29][C:28]=23)[CH:19]=[CH:18][N:17]=1. The catalyst is C1(C)C=CC=CC=1.C1C=CC([P]([Pd]([P](C2C=CC=CC=2)(C2C=CC=CC=2)C2C=CC=CC=2)([P](C2C=CC=CC=2)(C2C=CC=CC=2)C2C=CC=CC=2)[P](C2C=CC=CC=2)(C2C=CC=CC=2)C2C=CC=CC=2)(C2C=CC=CC=2)C2C=CC=CC=2)=CC=1. The product is [CH2:30]1[CH2:31][O:32][C:27]2[C:28](=[C:24]([CH:23]=[CH:22][C:20]3[CH:21]=[CH:16][N:17]=[C:18]([C:3]4[CH:4]=[C:5]([C:6]([O:8][CH3:9])=[O:7])[CH:10]=[CH:11][N:12]=4)[CH:19]=3)[S:25][CH:26]=2)[O:29]1. The yield is 0.530. (3) The reactants are [C:1]1([S:7]([NH:10][CH2:11][C:12]2[CH2:18][N:17]([CH2:19][C:20](=[O:31])[NH:21][CH:22]3[CH2:26][C:25](=[O:27])[O:24][CH:23]3[O:28]CC)[C:16](=[O:32])[CH:15]([NH:33][C:34]([C:36]3[C:45]4[C:40](=[CH:41][CH:42]=[CH:43][CH:44]=4)[CH:39]=[CH:38][N:37]=3)=[O:35])[CH2:14][CH:13]=2)(=[O:9])=[O:8])[CH:6]=[CH:5][CH:4]=[CH:3][CH:2]=1.FC(F)(F)C(O)=O. The catalyst is CC#N.O. The product is [C:1]1([S:7]([NH:10][CH2:11][C:12]2[CH2:18][N:17]([CH2:19][C:20](=[O:31])[NH:21][CH:22]3[CH2:26][C:25](=[O:27])[O:24][CH:23]3[OH:28])[C:16](=[O:32])[CH:15]([NH:33][C:34]([C:36]3[C:45]4[C:40](=[CH:41][CH:42]=[CH:43][CH:44]=4)[CH:39]=[CH:38][N:37]=3)=[O:35])[CH2:14][CH:13]=2)(=[O:9])=[O:8])[CH:6]=[CH:5][CH:4]=[CH:3][CH:2]=1. The yield is 0.650.